From a dataset of Catalyst prediction with 721,799 reactions and 888 catalyst types from USPTO. Predict which catalyst facilitates the given reaction. (1) Reactant: [C:1]([O:5][C:6]([N:8]([CH2:23][C:24]1[CH:33]=[C:32]2[C:27]([CH2:28][CH2:29][CH2:30][N:31]2[CH2:34][CH2:35][O:36][Si](C(C)(C)C)(C)C)=[CH:26][CH:25]=1)[C:9]1[CH:14]=[CH:13][C:12]([CH2:15][CH2:16][C:17]([O:19][CH2:20][CH3:21])=[O:18])=[C:11]([F:22])[CH:10]=1)=[O:7])([CH3:4])([CH3:3])[CH3:2]. Product: [C:1]([O:5][C:6]([N:8]([CH2:23][C:24]1[CH:33]=[C:32]2[C:27]([CH2:28][CH2:29][CH2:30][N:31]2[CH2:34][CH2:35][OH:36])=[CH:26][CH:25]=1)[C:9]1[CH:14]=[CH:13][C:12]([CH2:15][CH2:16][C:17]([O:19][CH2:20][CH3:21])=[O:18])=[C:11]([F:22])[CH:10]=1)=[O:7])([CH3:3])([CH3:4])[CH3:2]. The catalyst class is: 1. (2) Reactant: [Cl:1][CH:2]([Cl:24])[C:3]([N:5]1[C@H:9]([CH2:10][F:11])[C@@H:8]([C:12]2[CH:17]=[CH:16][C:15]([S:18]([CH3:21])(=[O:20])=[O:19])=[CH:14][CH:13]=2)[O:7]C1(C)C)=[O:4].O.C1(C)C=CC(S(O)(=O)=O)=CC=1. Product: [Cl:24][CH:2]([Cl:1])[C:3]([NH:5][C@H:9]([CH2:10][F:11])[C@@H:8]([C:12]1[CH:13]=[CH:14][C:15]([S:18]([CH3:21])(=[O:20])=[O:19])=[CH:16][CH:17]=1)[OH:7])=[O:4]. The catalyst class is: 2. (3) Reactant: [F:1][C:2]1[C:7]([F:8])=[C:6]([CH3:9])[CH:5]=[CH:4][C:3]=1[OH:10].[H-].[Na+].Cl[C:14]([O:16][CH3:17])=[O:15]. Product: [CH3:17][O:16][C:14](=[O:15])[O:10][C:3]1[CH:4]=[CH:5][C:6]([CH3:9])=[C:7]([F:8])[C:2]=1[F:1]. The catalyst class is: 1. (4) Reactant: C([O:3][C:4](=[O:34])[CH2:5][N:6]1[C:14]2[C:9](=[CH:10][C:11]([O:15][CH2:16][CH2:17][C:18]3[N:19]=[C:20]([C:24]4[CH:29]=[CH:28][C:27]([C:30]([F:33])([F:32])[F:31])=[CH:26][CH:25]=4)[O:21][C:22]=3[CH3:23])=[CH:12][CH:13]=2)[CH:8]=[CH:7]1)C.[OH-].[Na+].Cl. Product: [CH3:23][C:22]1[O:21][C:20]([C:24]2[CH:29]=[CH:28][C:27]([C:30]([F:32])([F:31])[F:33])=[CH:26][CH:25]=2)=[N:19][C:18]=1[CH2:17][CH2:16][O:15][C:11]1[CH:10]=[C:9]2[C:14](=[CH:13][CH:12]=1)[N:6]([CH2:5][C:4]([OH:34])=[O:3])[CH:7]=[CH:8]2. The catalyst class is: 305. (5) Reactant: O.[OH-].[Li+].[F:4][C:5]1[CH:10]=[CH:9][C:8]([NH:11][C:12]2[O:16][C:15]([C:17]3[NH:18][C:19]4[CH:25]=[C:24]([O:26][C@@H:27]5[CH2:32][CH2:31][C@H:30]([C:33]([O:35]CC)=[O:34])[CH2:29][CH2:28]5)[CH:23]=[CH:22][C:20]=4[N:21]=3)=[N:14][N:13]=2)=[CH:7][CH:6]=1.CO.O. Product: [F:4][C:5]1[CH:10]=[CH:9][C:8]([NH:11][C:12]2[O:16][C:15]([C:17]3[NH:18][C:19]4[CH:25]=[C:24]([O:26][C@@H:27]5[CH2:28][CH2:29][C@H:30]([C:33]([OH:35])=[O:34])[CH2:31][CH2:32]5)[CH:23]=[CH:22][C:20]=4[N:21]=3)=[N:14][N:13]=2)=[CH:7][CH:6]=1. The catalyst class is: 1. (6) Reactant: [F:1][C:2]1[CH:22]=[CH:21][C:20]([C:23]([NH:25][C:26]2[CH:31]=[C:30]([CH3:32])[CH:29]=[CH:28][C:27]=2[F:33])=[O:24])=[CH:19][C:3]=1[O:4][C:5]1[CH:10]=[CH:9][N:8]=[C:7]([C:11]2[NH:15][CH:14]=[C:13]([C:16](O)=[O:17])[CH:12]=2)[CH:6]=1.CN(C(ON1N=NC2C=CC=NC1=2)=[N+](C)C)C.F[P-](F)(F)(F)(F)F.C(N(CC)C(C)C)(C)C.[NH2:67][CH2:68][CH2:69][NH:70][C:71](=[O:77])[O:72][C:73]([CH3:76])([CH3:75])[CH3:74]. Product: [F:1][C:2]1[CH:22]=[CH:21][C:20]([C:23]([NH:25][C:26]2[CH:31]=[C:30]([CH3:32])[CH:29]=[CH:28][C:27]=2[F:33])=[O:24])=[CH:19][C:3]=1[O:4][C:5]1[CH:10]=[CH:9][N:8]=[C:7]([C:11]2[NH:15][CH:14]=[C:13]([C:16]([NH:67][CH2:68][CH2:69][NH:70][C:71](=[O:77])[O:72][C:73]([CH3:75])([CH3:74])[CH3:76])=[O:17])[CH:12]=2)[CH:6]=1. The catalyst class is: 18. (7) Reactant: Cl.[C:2]([OH:8])(=[O:7])[CH2:3][CH2:4][C:5]#[CH:6]. Product: [CH2:2]([O:7][C:2](=[O:8])[CH2:3][CH2:4][C:5]#[CH:6])[CH2:3][CH2:4][CH3:5]. The catalyst class is: 51.